From a dataset of Catalyst prediction with 721,799 reactions and 888 catalyst types from USPTO. Predict which catalyst facilitates the given reaction. (1) Reactant: [NH2:1][CH2:2][CH2:3][O:4][C:5]1[CH:6]=[C:7]([C:11]#[C:12][CH:13]([OH:17])[CH:14]([CH3:16])[CH3:15])[CH:8]=[CH:9][CH:10]=1. Product: [NH2:1][CH2:2][CH2:3][O:4][C:5]1[CH:6]=[C:7]([CH2:11][CH2:12][CH:13]([OH:17])[CH:14]([CH3:15])[CH3:16])[CH:8]=[CH:9][CH:10]=1. The catalyst class is: 14. (2) Reactant: Br[CH2:2][C:3]([C:5]1[CH:10]=[CH:9][CH:8]=[C:7]([Cl:11])[CH:6]=1)=O.[O:12]=[C:13]1[C:21]2[C:16](=[CH:17][CH:18]=[CH:19][CH:20]=2)[C:15](=[O:22])[N:14]1[CH2:23][C:24]([NH2:26])=[S:25]. Product: [Cl:11][C:7]1[CH:6]=[C:5]([C:3]2[N:26]=[C:24]([CH2:23][N:14]3[C:13](=[O:12])[C:21]4[C:16](=[CH:17][CH:18]=[CH:19][CH:20]=4)[C:15]3=[O:22])[S:25][CH:2]=2)[CH:10]=[CH:9][CH:8]=1. The catalyst class is: 14. (3) The catalyst class is: 15. Product: [Br:13][CH2:11][C:10]([C:4]1[CH:3]=[C:2]([F:1])[C:7]([OH:8])=[C:6]([F:9])[CH:5]=1)=[O:12]. Reactant: [F:1][C:2]1[CH:3]=[C:4]([C:10](=[O:12])[CH3:11])[CH:5]=[C:6]([F:9])[C:7]=1[OH:8].[Br-:13].[Br-].[Br-].[NH+]1C=CC=CC=1.[NH+]1C=CC=CC=1.[NH+]1C=CC=CC=1. (4) Reactant: [O:1]=[S:2]1(=[O:49])[CH2:7][CH2:6][N:5]([CH2:8][CH2:9][NH:10][C@:11]23[CH2:45][CH2:44][C@@H:43]([C:46]([CH3:48])=[CH2:47])[C@@H:12]2[C@@H:13]2[C@@:26]([CH3:29])([CH2:27][CH2:28]3)[C@@:25]3([CH3:30])[C@@H:16]([C@:17]4([CH3:42])[C@@H:22]([CH2:23][CH2:24]3)[C:21]([CH3:32])([CH3:31])[C:20]([C:33]3[CH2:38][CH2:37][CH:36]([C:39](O)=[O:40])[CH2:35][CH:34]=3)=[CH:19][CH2:18]4)[CH2:15][CH2:14]2)[CH2:4][CH2:3]1.S(Cl)([Cl:52])=O.ClCCCl.C1COCC1. Product: [O:1]=[S:2]1(=[O:49])[CH2:7][CH2:6][N:5]([CH2:8][CH2:9][NH:10][C@:11]23[CH2:45][CH2:44][C@@H:43]([C:46]([CH3:48])=[CH2:47])[C@@H:12]2[C@@H:13]2[C@@:26]([CH3:29])([CH2:27][CH2:28]3)[C@@:25]3([CH3:30])[C@@H:16]([C@:17]4([CH3:42])[C@@H:22]([CH2:23][CH2:24]3)[C:21]([CH3:32])([CH3:31])[C:20]([C:33]3[CH2:38][CH2:37][CH:36]([C:39]([Cl:52])=[O:40])[CH2:35][CH:34]=3)=[CH:19][CH2:18]4)[CH2:15][CH2:14]2)[CH2:4][CH2:3]1. The catalyst class is: 98. (5) Reactant: [NH:1]1[CH:5]=[CH:4][N:3]=[C:2]1[CH2:6][NH:7][CH2:8][C:9]1[CH:33]=[CH:32][C:12]([CH2:13][N:14]([C:26]2[CH:31]=[CH:30][CH:29]=[CH:28][CH:27]=2)[CH2:15][CH2:16][CH2:17][CH2:18][N:19]([CH2:23][CH2:24][CH3:25])[CH2:20][CH2:21][CH3:22])=[CH:11][CH:10]=1.[CH3:34][N:35]1[CH:39]=[CH:38][N:37]=[C:36]1[CH:40]=O.C([BH3-])#N.[Na+].C(O)(=O)C. Product: [NH:1]1[CH:5]=[CH:4][N:3]=[C:2]1[CH2:6][N:7]([CH2:8][C:9]1[CH:10]=[CH:11][C:12]([CH2:13][N:14]([C:26]2[CH:27]=[CH:28][CH:29]=[CH:30][CH:31]=2)[CH2:15][CH2:16][CH2:17][CH2:18][N:19]([CH2:20][CH2:21][CH3:22])[CH2:23][CH2:24][CH3:25])=[CH:32][CH:33]=1)[CH2:40][C:36]1[N:35]([CH3:34])[CH:39]=[CH:38][N:37]=1. The catalyst class is: 5. (6) Reactant: [CH2:1]([O:3][C:4]([C:6]1[CH:37]=[CH:36][C:9]([NH:10][C:11]2[N:12]=[C:13]([CH3:35])[C:14]3[CH:20]=[CH:19][C:18](=[O:21])[N:17]([C:22]4[CH:34]=[CH:33][C:25]([C:26]([O:28][C:29](C)(C)C)=[O:27])=[CH:24][CH:23]=4)[C:15]=3[N:16]=2)=[CH:8][CH:7]=1)=[O:5])C.OS(O)(=O)=O. Product: [CH3:29][O:28][C:26]([C:25]1[CH:33]=[CH:34][C:22]([N:17]2[C:15]3[N:16]=[C:11]([NH:10][C:9]4[CH:8]=[CH:7][C:6]([C:4]([O:3][CH3:1])=[O:5])=[CH:37][CH:36]=4)[N:12]=[C:13]([CH3:35])[C:14]=3[CH:20]=[CH:19][C:18]2=[O:21])=[CH:23][CH:24]=1)=[O:27]. The catalyst class is: 5.